The task is: Predict which catalyst facilitates the given reaction.. This data is from Catalyst prediction with 721,799 reactions and 888 catalyst types from USPTO. (1) Reactant: C(=O)([O-])[O-].[K+].[K+].Cl.[N:8]1([CH2:14][C:15]2[CH:23]=[CH:22][C:18]([C:19](Cl)=[O:20])=[CH:17][CH:16]=2)[CH2:13][CH2:12][O:11][CH2:10][CH2:9]1.[NH2:24][C:25]1[C:26]2[CH:39]=[C:38]([C:40]([NH:42][N:43]([CH3:50])[C:44]3[CH:49]=[CH:48][CH:47]=[CH:46][CH:45]=3)=[O:41])[S:37][C:27]=2[N:28](C(OC(C)(C)C)=O)[N:29]=1. Product: [CH3:50][N:43]([C:44]1[CH:49]=[CH:48][CH:47]=[CH:46][CH:45]=1)[NH:42][C:40]([C:38]1[S:37][C:27]2[NH:28][N:29]=[C:25]([NH:24][C:19](=[O:20])[C:18]3[CH:22]=[CH:23][C:15]([CH2:14][N:8]4[CH2:13][CH2:12][O:11][CH2:10][CH2:9]4)=[CH:16][CH:17]=3)[C:26]=2[CH:39]=1)=[O:41]. The catalyst class is: 7. (2) Reactant: [Mn]([O-])(=O)(=O)=O.[K+].C1OCCOCCOCCOCCOCCOC1.[OH:25][CH:26]([C:37]1[S:51][C:40]2[C:41]([CH2:47][CH:48]([CH3:50])[CH3:49])=[N:42][N:43]([CH3:46])[C:44](=[O:45])[C:39]=2[CH:38]=1)[C:27]1[C:36]2[C:31](=[CH:32][CH:33]=[CH:34][CH:35]=2)[CH:30]=[CH:29][CH:28]=1. Product: [CH3:46][N:43]1[C:44](=[O:45])[C:39]2[CH:38]=[C:37]([C:26]([C:27]3[C:36]4[C:31](=[CH:32][CH:33]=[CH:34][CH:35]=4)[CH:30]=[CH:29][CH:28]=3)=[O:25])[S:51][C:40]=2[C:41]([CH2:47][CH:48]([CH3:50])[CH3:49])=[N:42]1. The catalyst class is: 4. (3) Reactant: [NH:1]1[C:9]2[CH:8]=[CH:7][N:6]=[C:5]([C:10](=[O:12])[CH3:11])[C:4]=2[CH:3]=[CH:2]1.[H-].[Na+].[CH3:15][C:16]1[CH:21]=[CH:20][C:19]([S:22](Cl)(=[O:24])=[O:23])=[CH:18][CH:17]=1.O. Product: [S:22]([N:1]1[C:9]2[CH:8]=[CH:7][N:6]=[C:5]([C:10](=[O:12])[CH3:11])[C:4]=2[CH:3]=[CH:2]1)([C:19]1[CH:20]=[CH:21][C:16]([CH3:15])=[CH:17][CH:18]=1)(=[O:24])=[O:23]. The catalyst class is: 1. (4) Reactant: [OH:1][C:2]1[CH:11]=[CH:10][C:5]2[C:6](=[O:9])[CH2:7][O:8][C:4]=2[C:3]=1[CH2:12][N:13]1[CH2:18][CH2:17][N:16]([C:19]([O:21][C:22]([CH3:25])([CH3:24])[CH3:23])=[O:20])[CH2:15][CH2:14]1.[CH2:26](O)[CH3:27].C1(P(C2C=CC=CC=2)C2C=CC=CC=2)C=CC=CC=1.N(C(OCC)=O)=NC(OCC)=O. Product: [CH2:26]([O:1][C:2]1[CH:11]=[CH:10][C:5]2[C:6](=[O:9])[CH2:7][O:8][C:4]=2[C:3]=1[CH2:12][N:13]1[CH2:14][CH2:15][N:16]([C:19]([O:21][C:22]([CH3:25])([CH3:24])[CH3:23])=[O:20])[CH2:17][CH2:18]1)[CH3:27]. The catalyst class is: 11. (5) Reactant: [CH2:1]([N:8]1[CH2:13][CH2:12][CH:11]([NH:14][C:15]2[CH:23]=[CH:22][C:18]([C:19]([NH2:21])=[O:20])=[C:17]([OH:24])[CH:16]=2)[CH2:10][CH2:9]1)[C:2]1[CH:7]=[CH:6][CH:5]=[CH:4][CH:3]=1.Br[CH2:26][CH2:27][CH3:28].C(=O)([O-])[O-].[K+].[K+].O. Product: [CH2:1]([N:8]1[CH2:13][CH2:12][CH:11]([NH:14][C:15]2[CH:23]=[CH:22][C:18]([C:19]([NH2:21])=[O:20])=[C:17]([O:24][CH2:26][CH2:27][CH3:28])[CH:16]=2)[CH2:10][CH2:9]1)[C:2]1[CH:3]=[CH:4][CH:5]=[CH:6][CH:7]=1. The catalyst class is: 9. (6) Reactant: F[C:2]1[CH:9]=[CH:8][C:5]([CH:6]=[O:7])=[CH:4][CH:3]=1.[NH:10]1[CH2:14][CH2:13][CH2:12][CH2:11]1.C([O-])([O-])=O.[K+].[K+].CN(C=O)C. Product: [N:10]1([C:2]2[CH:9]=[CH:8][C:5]([CH:6]=[O:7])=[CH:4][CH:3]=2)[CH2:14][CH2:13][CH2:12][CH2:11]1. The catalyst class is: 25. (7) Reactant: C1(P(=O)(C2C=CC=CC=2)C2C=CC=CC=2)C=CC=CC=1.FC(F)(F)S(OS(C(F)(F)F)(=O)=O)(=O)=O.C([S:43][CH:44]([CH2:73][N:74]1[CH2:79][CH2:78][O:77][CH2:76][CH2:75]1)[CH2:45][NH:46][C:47]([C:49]1[NH:50][C:51]2[C:56]([CH:57]=1)=[CH:55][C:54]([O:58][C:59]([F:62])([F:61])[F:60])=[CH:53][C:52]=2[N:63]([CH3:72])[S:64]([C:67]1[S:68][CH:69]=[CH:70][CH:71]=1)(=[O:66])=[O:65])=O)C1C=CC=CC=1.CSC. Product: [CH3:72][N:63]([C:52]1[CH:53]=[C:54]([O:58][C:59]([F:62])([F:60])[F:61])[CH:55]=[C:56]2[C:51]=1[NH:50][C:49]([C:47]1[S:43][CH:44]([CH2:73][N:74]3[CH2:79][CH2:78][O:77][CH2:76][CH2:75]3)[CH2:45][N:46]=1)=[CH:57]2)[S:64]([C:67]1[S:68][CH:69]=[CH:70][CH:71]=1)(=[O:65])=[O:66]. The catalyst class is: 46. (8) Reactant: FC(F)(F)C([N:5]1[CH2:11][CH:10]([CH3:12])[C:9]2[CH:13]=[C:14]([Br:18])[C:15]([OH:17])=[CH:16][C:8]=2[CH2:7][CH2:6]1)=O.[OH-].[Na+]. Product: [Br:18][C:14]1[C:15]([OH:17])=[CH:16][C:8]2[CH2:7][CH2:6][NH:5][CH2:11][CH:10]([CH3:12])[C:9]=2[CH:13]=1. The catalyst class is: 24. (9) Reactant: [CH:1]1[N:2]=[C:3]([C:10]([O:12][CH2:13][CH3:14])=[O:11])[N:4]2[CH:9]=[CH:8][CH:7]=[CH:6][C:5]=12.[Br:15]Br. Product: [CH2:13]([O:12][C:10]([C:3]1[N:4]2[CH:9]=[CH:8][CH:7]=[CH:6][C:5]2=[C:1]([Br:15])[N:2]=1)=[O:11])[CH3:14]. The catalyst class is: 15. (10) Reactant: [NH:1]1[CH2:6][CH2:5][CH2:4][CH2:3][CH2:2]1.Br[CH2:8][CH2:9][CH2:10][C:11]#[N:12]. Product: [N:1]1([CH2:8][CH2:9][CH2:10][C:11]#[N:12])[CH2:6][CH2:5][CH2:4][CH2:3][CH2:2]1. The catalyst class is: 11.